From a dataset of Reaction yield outcomes from USPTO patents with 853,638 reactions. Predict the reaction yield, written as a fraction of the theoretical maximum amount of product (1.0 means a 100% yield; for example, 0.34 means a 34% yield). The reactants are [O:1]=[C:2]1[N:6]([C:7]2[CH:16]=[C:15]3[C:10]([CH:11]=[C:12]([C:18]4[CH:23]=[CH:22][CH:21]=[CH:20][C:19]=4[C:24]([F:27])([F:26])[F:25])[NH:13][C:14]3=[O:17])=[CH:9][CH:8]=2)[CH2:5][CH:4]([C:28]([OH:30])=O)[O:3]1.[NH4+].[OH-].[Cl-].COC1N=C(OC)N=C([N+]2(C)CCOCC2)[N:37]=1.O. The catalyst is C(O)(C)C. The product is [O:1]=[C:2]1[N:6]([C:7]2[CH:16]=[C:15]3[C:10]([CH:11]=[C:12]([C:18]4[CH:23]=[CH:22][CH:21]=[CH:20][C:19]=4[C:24]([F:25])([F:26])[F:27])[NH:13][C:14]3=[O:17])=[CH:9][CH:8]=2)[CH2:5][CH:4]([C:28]([NH2:37])=[O:30])[O:3]1. The yield is 0.780.